This data is from Forward reaction prediction with 1.9M reactions from USPTO patents (1976-2016). The task is: Predict the product of the given reaction. (1) Given the reactants [Cl:1][C:2]1[C:3]([OH:38])=[C:4]([S:9]([N:12]([CH2:30][C:31]2[CH:36]=[CH:35][C:34]([F:37])=[CH:33][CH:32]=2)[CH2:13][C:14]2[CH:19]=[CH:18][C:17]([CH2:20][NH:21][CH2:22][C:23]3[CH:28]=[CH:27][C:26]([F:29])=[CH:25][CH:24]=3)=[CH:16][CH:15]=2)(=[O:11])=[O:10])[CH:5]=[C:6]([Cl:8])[CH:7]=1.[F:39][C:40]([F:52])([F:51])[C:41]1[N:46]=[CH:45][C:44]([S:47](Cl)(=[O:49])=[O:48])=[CH:43][CH:42]=1.C(N(C(C)C)CC)(C)C, predict the reaction product. The product is: [Cl:1][C:2]1[C:3]([OH:38])=[C:4]([S:9]([N:12]([CH2:13][C:14]2[CH:19]=[CH:18][C:17]([CH2:20][N:21]([CH2:22][C:23]3[CH:28]=[CH:27][C:26]([F:29])=[CH:25][CH:24]=3)[S:47]([C:44]3[CH:45]=[N:46][C:41]([C:40]([F:52])([F:39])[F:51])=[CH:42][CH:43]=3)(=[O:49])=[O:48])=[CH:16][CH:15]=2)[CH2:30][C:31]2[CH:32]=[CH:33][C:34]([F:37])=[CH:35][CH:36]=2)(=[O:10])=[O:11])[CH:5]=[C:6]([Cl:8])[CH:7]=1. (2) Given the reactants [Cl:1][C:2]1[CH:7]=[CH:6][CH:5]=[CH:4][C:3]=1[N:8]1[CH:12]=[CH:11][C:10]([NH2:13])=[N:9]1.[Br:14]N1C(=O)CCC1=O, predict the reaction product. The product is: [Br:14][C:11]1[C:10]([NH2:13])=[N:9][N:8]([C:3]2[CH:4]=[CH:5][CH:6]=[CH:7][C:2]=2[Cl:1])[CH:12]=1. (3) Given the reactants [CH3:1][C:2]1[CH:3]=[CH:4][C:5]([S:12]([CH2:15][CH2:16][CH3:17])(=[O:14])=[O:13])=[C:6]([NH:8][C:9](=[O:11])[CH3:10])[CH:7]=1.[Br:18]NC(=O)CCC(N)=O, predict the reaction product. The product is: [Br:18][C:3]1[C:2]([CH3:1])=[CH:7][C:6]([NH:8][C:9](=[O:11])[CH3:10])=[C:5]([S:12]([CH2:15][CH2:16][CH3:17])(=[O:14])=[O:13])[CH:4]=1. (4) Given the reactants [CH2:1]([O:8][NH:9][C@H:10]1[CH2:15][N:14]([C:16]([O:18][C:19]([CH3:22])([CH3:21])[CH3:20])=[O:17])[C@H:13]([C:23]([OH:25])=[O:24])[CH2:12][CH2:11]1)[C:2]1[CH:7]=[CH:6][CH:5]=[CH:4][CH:3]=1.[Cl:26][C:27]1[CH:32]=[C:31]([Cl:33])[CH:30]=[C:29]([Cl:34])[C:28]=1O.Cl.C(N=C=NCCCN(C)C)C, predict the reaction product. The product is: [CH2:1]([O:8][NH:9][C@H:10]1[CH2:15][N:14]([C:16]([O:18][C:19]([CH3:21])([CH3:22])[CH3:20])=[O:17])[C@H:13]([C:23]([O:25][C:28]2[C:27]([Cl:26])=[CH:32][C:31]([Cl:33])=[CH:30][C:29]=2[Cl:34])=[O:24])[CH2:12][CH2:11]1)[C:2]1[CH:3]=[CH:4][CH:5]=[CH:6][CH:7]=1. (5) Given the reactants [F:1][C:2]([F:20])([F:19])[C:3]1[CH:8]=[CH:7][C:6]([C@@H:9]2[C:18]3[C:13](=[CH:14][CH:15]=[CH:16][CH:17]=3)[CH2:12][CH2:11][NH:10]2)=[CH:5][CH:4]=1.C(N(C(C)C)C(C)C)C.[N:30]([CH:33]1[CH2:37][CH2:36][CH2:35][CH2:34]1)=[C:31]=[O:32], predict the reaction product. The product is: [CH:33]1([NH:30][C:31]([N:10]2[CH2:11][CH2:12][C:13]3[C:18](=[CH:17][CH:16]=[CH:15][CH:14]=3)[C@H:9]2[C:6]2[CH:5]=[CH:4][C:3]([C:2]([F:1])([F:19])[F:20])=[CH:8][CH:7]=2)=[O:32])[CH2:37][CH2:36][CH2:35][CH2:34]1.